Regression. Given two drug SMILES strings and cell line genomic features, predict the synergy score measuring deviation from expected non-interaction effect. From a dataset of NCI-60 drug combinations with 297,098 pairs across 59 cell lines. (1) Drug 1: C1=CC(=CC=C1CC(C(=O)O)N)N(CCCl)CCCl.Cl. Drug 2: CS(=O)(=O)CCNCC1=CC=C(O1)C2=CC3=C(C=C2)N=CN=C3NC4=CC(=C(C=C4)OCC5=CC(=CC=C5)F)Cl. Cell line: SK-OV-3. Synergy scores: CSS=16.2, Synergy_ZIP=-5.61, Synergy_Bliss=-0.110, Synergy_Loewe=-6.52, Synergy_HSA=-0.397. (2) Drug 1: C1C(C(OC1N2C=C(C(=O)NC2=O)F)CO)O. Drug 2: C(=O)(N)NO. Cell line: A549. Synergy scores: CSS=44.8, Synergy_ZIP=-3.78, Synergy_Bliss=-3.76, Synergy_Loewe=-69.6, Synergy_HSA=-2.44. (3) Drug 1: C1=C(C(=O)NC(=O)N1)N(CCCl)CCCl. Drug 2: C1CNP(=O)(OC1)N(CCCl)CCCl. Cell line: CCRF-CEM. Synergy scores: CSS=61.6, Synergy_ZIP=6.75, Synergy_Bliss=5.68, Synergy_Loewe=-25.3, Synergy_HSA=4.29. (4) Drug 1: CC1=C(C(CCC1)(C)C)C=CC(=CC=CC(=CC(=O)O)C)C. Drug 2: C1CN(CCN1C(=O)CCBr)C(=O)CCBr. Cell line: SNB-19. Synergy scores: CSS=3.25, Synergy_ZIP=-1.67, Synergy_Bliss=-0.471, Synergy_Loewe=-7.13, Synergy_HSA=-4.22. (5) Drug 2: CCC1=C2CN3C(=CC4=C(C3=O)COC(=O)C4(CC)O)C2=NC5=C1C=C(C=C5)O. Cell line: SR. Drug 1: CC(CN1CC(=O)NC(=O)C1)N2CC(=O)NC(=O)C2. Synergy scores: CSS=85.2, Synergy_ZIP=1.00, Synergy_Bliss=0.895, Synergy_Loewe=0.738, Synergy_HSA=3.99. (6) Drug 1: C1CCC(CC1)NC(=O)N(CCCl)N=O. Drug 2: CCCCC(=O)OCC(=O)C1(CC(C2=C(C1)C(=C3C(=C2O)C(=O)C4=C(C3=O)C=CC=C4OC)O)OC5CC(C(C(O5)C)O)NC(=O)C(F)(F)F)O. Cell line: SNB-19. Synergy scores: CSS=25.1, Synergy_ZIP=-10.6, Synergy_Bliss=-10.3, Synergy_Loewe=-9.33, Synergy_HSA=-8.42. (7) Drug 1: CC1C(C(CC(O1)OC2CC(CC3=C2C(=C4C(=C3O)C(=O)C5=C(C4=O)C(=CC=C5)OC)O)(C(=O)C)O)N)O.Cl. Drug 2: CC1=C(N=C(N=C1N)C(CC(=O)N)NCC(C(=O)N)N)C(=O)NC(C(C2=CN=CN2)OC3C(C(C(C(O3)CO)O)O)OC4C(C(C(C(O4)CO)O)OC(=O)N)O)C(=O)NC(C)C(C(C)C(=O)NC(C(C)O)C(=O)NCCC5=NC(=CS5)C6=NC(=CS6)C(=O)NCCC[S+](C)C)O. Cell line: BT-549. Synergy scores: CSS=21.8, Synergy_ZIP=-5.93, Synergy_Bliss=3.94, Synergy_Loewe=-3.52, Synergy_HSA=3.55. (8) Drug 1: CC12CCC(CC1=CCC3C2CCC4(C3CC=C4C5=CN=CC=C5)C)O. Drug 2: COC1=C2C(=CC3=C1OC=C3)C=CC(=O)O2. Cell line: CCRF-CEM. Synergy scores: CSS=-3.07, Synergy_ZIP=-1.29, Synergy_Bliss=-5.09, Synergy_Loewe=-10.8, Synergy_HSA=-7.49. (9) Drug 2: C1C(C(OC1N2C=NC3=C2NC=NCC3O)CO)O. Drug 1: C1CN1C2=NC(=NC(=N2)N3CC3)N4CC4. Cell line: HT29. Synergy scores: CSS=42.1, Synergy_ZIP=-7.49, Synergy_Bliss=-6.05, Synergy_Loewe=-10.3, Synergy_HSA=-4.91.